From a dataset of Forward reaction prediction with 1.9M reactions from USPTO patents (1976-2016). Predict the product of the given reaction. The product is: [CH3:1][C@:17]1([OH:20])[C@@H:15]2[C@@H:14]([CH2:13][N:12]([C:10]3[CH:9]=[CH:8][CH:7]=[C:6]([C:5]([F:4])([F:21])[F:22])[N:11]=3)[CH2:16]2)[CH2:19][CH2:18]1. Given the reactants [CH3:1][Mg]I.[F:4][C:5]([F:22])([F:21])[C:6]1[N:11]=[C:10]([N:12]2[CH2:16][C@@H:15]3[C:17](=[O:20])[CH2:18][CH2:19][C@@H:14]3[CH2:13]2)[CH:9]=[CH:8][CH:7]=1, predict the reaction product.